From a dataset of Tyrosyl-DNA phosphodiesterase HTS with 341,365 compounds. Binary Classification. Given a drug SMILES string, predict its activity (active/inactive) in a high-throughput screening assay against a specified biological target. (1) The molecule is S1Cc2c(N=C1Nc1c(cccc1)C)cccc2. The result is 0 (inactive). (2) The result is 0 (inactive). The molecule is Clc1sc(S(=O)(=O)Nc2cc(S(=O)(=O)N3CCCC3)ccc2O)cc1.